Dataset: Drug-target binding data from BindingDB using IC50 measurements. Task: Regression. Given a target protein amino acid sequence and a drug SMILES string, predict the binding affinity score between them. We predict pIC50 (pIC50 = -log10(IC50 in M); higher means more potent). Dataset: bindingdb_ic50. (1) The compound is COCCOc1ccn2c(-c3ccc4cccc(O[C@@H]5CCNC[C@H]5F)c4n3)cnc2c1. The target protein sequence is MGLPGVIPALVLRGQLLLSVLWLLGPQTSRGLVITPPGPEFVLNISSTFVLTCSGSAPVMWEQMSQVPWQEAAMNQDGTFSSVLTLTNVTGGDTGEYFCVYNNSLGPELSERKRIYIFVPDPTMGFLPMDSEDLFIFVTDVTETTIPCRVTDPQLEVTLHEKKVDIPLHVPYDHQRGFTGTFEDKTYICKTTIGDREVDSDTYYVYSLQVSSINVSVNAVQTVVRQGESITIRCIVMGNDVVNFQWTYPRMKSGRLVEPVTDYLFGVPSRIGSILHIPTAELSDSGTYTCNVSVSVNDHGDEKAINISVIENGYVRLLETLGDVEIAELHRSRTLRVVFEAYPMPSVLWLKDNRTLGDSGAGELVLSTRNMSETRYVSELILVRVKVSEAGYYTMRAFHEDDEVQLSFKLQVNVPVRVLELSESHPANGEQTIRCRGRGMPQPNVTWSTCRDLKRCPRKLSPTPLGNSSKEESQLETNVTFWEEDQEYEVVSTLRLRHVD.... The pIC50 is 8.4. (2) The small molecule is C[C@]1(Cn2ccnn2)[C@H](C(=O)O[Na])N2C(=O)C[C@H]2S1(=O)=O. The target protein sequence is MFKTTLCALLITASCSTFAAPQQINDIVHRTITPLIEQQKIPGMAVAVIYQGKPYYFTWGYADIAKKQPVTQQTLFELGSVSKTFTGVLGGDAIARGEIKLSDPTTKYWPELTAKQWNGITLLHLATYTAGGLPLQVPDEVKSSSDLLRFYQNWQPAWAPGTQRLYANSSIGLFGALAVKPSGLSFEQAMQTRVFQPLKLNHTWINVPPAEEKNYAWGYREGKAVHVSPGALDAEAYGVKSTIEDMARWVQSNLKPLDINEKTLQQGIQLAQSRYWQTGDMYQGLGWEMLDWPVNPDSIINGSDNKIALAARPVKAITPPTPAVRASWVHKTGATGGFGSYVAFIPEKELGIVMLANKNYPNPARVDAAWQILNALQ. The pIC50 is 4.3. (3) The small molecule is C[C@@H]1C[C@@]2(N=C(N)CS2)C2(O[Si](C)(C)C)O[C@@H]3C[C@@]4(CO[Si](C)(C)C)[C@@H](CC[C@@H]5[C@@H]4CC[C@]4(C)[C@@H](C6=CC(=O)OC6)CC[C@]54CO[Si](C)(C)C)C[C@H]3O[C@@H]2O1. The target protein (P05024) has sequence MGKGVGRDKYEPAAVSEHGDKKKAKKERDMDELKKEVSMDDHKLSLDELHRKYGTDLSRGLTPARAAEILARDGPNALTPPPTTPEWVKFCRQLFGGFSMLLWIGAILCFLAYGIQAATEEEPQNDNLYLGVVLSAVVIITGCFSYYQEAKSSKIMESFKNMVPQQALVIRNGEKMSINAEEVVVGDLVEVKGGDRIPADLRIISANGCKVDNSSLTGESEPQTRSPDFTNENPLETRNIAFFSTNCVEGTARGIVVYTGDRTVMGRIATLASGLEGGQTPIAAEIEHFIHIITGVAVFLGVSFFILSLILEYTWLEAVIFLIGIIVANVPEGLLATVTVCLTLTAKRMARKNCLVKNLEAVETLGSTSTICSDKTGTLTQNRMTVAHMWSDNQIHEADTTENQSGVSFDKTSATWLALSRIAGLCNRAVFQANQENLPILKRAVAGDASESALLKCIELCCGSVKEMRERYTKIVEIPFNSTNKYQLSIHKNPNTAEPR.... The pIC50 is 4.3. (4) The compound is COC(=O)C(Cc1ccccc1)(Cc1ccc(NS(=O)(=O)O)cc1)C(=O)OC. The target protein sequence is MDSWFILVLLGSGLICVSANNATTVAPSVGITRLINSSTAEPVKEEAKTSNPTSSLTSLSVAPTFSPNITLGPTYLTTVNSSDSDNGTTRTASTNSIGITISPNGTWLPDNQFTDARTEPWEGNSSTAATTPETFPPSDETPIIAVMVALSSLLVIVFIIIVLYMLRFKKYKQAGSHSNSKQAGSHSNSFRLSNGRTEDVEPQSVPLLARSPSTNRKYPPLPVDKLEEEINRRMADDNKLFREEFNALPACPIQATCEAASKEENKEKNRYVNILPYDHSRVHLTPVEGVPDSDYINASFINGYQEKNKFIAAQGPKEETVNDFWRMIWEQNTATIVMVTNLKERKECKCAQYWPDQGCWTYGNIRVSVEDVTVLVDYTVRKFCIQQVGDMTNRKPQRLITQFHFTSWPDFGVPFTPIGMLKFLKKVKACNPQYAGAIVVHCSAGVGRTGTFVVIDAMLDMMHTERKVDVYGFVSRIRAQRCQMVQTDMQYVFIYQALLE.... The pIC50 is 6.0. (5) The small molecule is CN(CCc1ccc(C(C)(C)C)cc1)C1CCN(c2nc(N)n[nH]2)CC1. The target protein (Q91XA9) has sequence MAKLLLVTGLALLLNAQLGSAYNLICYFTNWAQYRPGLGSFKPDDINPCLCTHLIYAFAGMQNNEITTIEWNDVTLYKAFNDLKNRNSKLKTLLAIGGWNFGTAPFTTMVSTSQNRQTFITSVIKFLRQYGFDGLDLDWEYPGSRGSPPQDKHLFTVLVKEMREAFEQEAIESNRPRLMVTAAVAGGISNIQAGYEIPELSKYLDFIHVMTYDLHGSWEGYTGENSPLYKYPTETGSNAYLNVDYVMNYWKNNGAPAEKLIVGFPEYGHTFILRNPSDNGIGAPTSGDGPAGPYTRQAGFWAYYEICTFLRSGATEVWDASQEVPYAYKANEWLGYDNIKSFSVKAQWLKQNNFGGAMIWAIDLDDFTGSFCDQGKFPLTSTLNKALGISTEGCTAPDVPSEPVTTPPGSGSGGGSSGGSSGGSGFCADKADGLYPVADDRNAFWQCINGITYQQHCQAGLVFDTSCNCCNWP. The pIC50 is 5.1.